Dataset: Reaction yield outcomes from USPTO patents with 853,638 reactions. Task: Predict the reaction yield, written as a fraction of the theoretical maximum amount of product (1.0 means a 100% yield; for example, 0.34 means a 34% yield). (1) The reactants are Cl[C:2]1[N:7]=[C:6]([C:8]2[C:9]([C:17]3[CH:18]=[C:19]([NH:23][C:24](=[O:29])[C:25]([F:28])([F:27])[F:26])[CH:20]=[CH:21][CH:22]=3)=[N:10][N:11]3[CH:16]=[CH:15][CH:14]=[CH:13][C:12]=23)[CH:5]=[CH:4][N:3]=1.[CH3:30][O:31][C:32]1[CH:38]=[CH:37][C:35]([NH2:36])=[CH:34][C:33]=1[N:39]1[CH2:44][CH2:43][N:42]([CH2:45][CH2:46][S:47]([CH3:50])(=[O:49])=[O:48])[CH2:41][CH2:40]1. No catalyst specified. The product is [F:26][C:25]([F:28])([F:27])[C:24]([NH:23][C:19]1[CH:20]=[CH:21][CH:22]=[C:17]([C:9]2[C:8]([C:6]3[CH:5]=[CH:4][N:3]=[C:2]([NH:36][C:35]4[CH:37]=[CH:38][C:32]([O:31][CH3:30])=[C:33]([N:39]5[CH2:44][CH2:43][N:42]([CH2:45][CH2:46][S:47]([CH3:50])(=[O:49])=[O:48])[CH2:41][CH2:40]5)[CH:34]=4)[N:7]=3)=[C:12]3[CH:13]=[CH:14][CH:15]=[CH:16][N:11]3[N:10]=2)[CH:18]=1)=[O:29]. The yield is 0.420. (2) The reactants are [Br:1][C:2]1[CH:7]=[CH:6][C:5](I)=[C:4]([F:9])[CH:3]=1.[Br:10][C:11]1[CH:16]=[CH:15][C:14](B(O)O)=[C:13]([F:20])[CH:12]=1.[C:21](=O)([O-])[O-:22].[K+].[K+].[C]=O. The catalyst is C1(OC)C=CC=CC=1.C1C=CC([P]([Pd]([P](C2C=CC=CC=2)(C2C=CC=CC=2)C2C=CC=CC=2)([P](C2C=CC=CC=2)(C2C=CC=CC=2)C2C=CC=CC=2)[P](C2C=CC=CC=2)(C2C=CC=CC=2)C2C=CC=CC=2)(C2C=CC=CC=2)C2C=CC=CC=2)=CC=1.C1(C)C=CC=CC=1.O. The product is [Br:1][C:2]1[CH:7]=[CH:6][C:5]([C:21]([C:14]2[CH:15]=[CH:16][C:11]([Br:10])=[CH:12][C:13]=2[F:20])=[O:22])=[C:4]([F:9])[CH:3]=1. The yield is 0.470.